Dataset: Full USPTO retrosynthesis dataset with 1.9M reactions from patents (1976-2016). Task: Predict the reactants needed to synthesize the given product. (1) Given the product [Cl:1][C:2]1[CH:3]=[CH:4][C:5]([CH2:18][NH:19][C:20](=[O:25])[C:21]([CH3:24])([CH3:22])[CH3:23])=[C:6]([F:17])[C:7]=1[N:8]1[C:34](=[O:35])[NH:33][C:31]([C:30]2[CH:36]=[CH:37][C:27]([I:26])=[CH:28][CH:29]=2)=[N:9]1, predict the reactants needed to synthesize it. The reactants are: [Cl:1][C:2]1[C:7]([NH:8][NH:9]C(OC(C)(C)C)=O)=[C:6]([F:17])[C:5]([CH2:18][NH:19][C:20](=[O:25])[C:21]([CH3:24])([CH3:23])[CH3:22])=[CH:4][CH:3]=1.[I:26][C:27]1[CH:37]=[CH:36][C:30]([C:31]([N:33]=[C:34]=[O:35])=O)=[CH:29][CH:28]=1.FC(F)(F)C(O)=O. (2) Given the product [F:1][C:2]1[CH:19]=[CH:18][C:17]([C:20]2[CH:25]=[CH:24][CH:23]=[C:22]([F:26])[CH:21]=2)=[CH:16][C:3]=1[CH2:4][NH:6][C:7]1[C:8]([CH3:15])=[C:9]([OH:14])[CH:10]=[CH:11][C:12]=1[CH3:13], predict the reactants needed to synthesize it. The reactants are: [F:1][C:2]1[CH:19]=[CH:18][C:17]([C:20]2[CH:25]=[CH:24][CH:23]=[C:22]([F:26])[CH:21]=2)=[CH:16][C:3]=1[C:4]([NH:6][C:7]1[C:12]([CH3:13])=[CH:11][CH:10]=[C:9]([OH:14])[C:8]=1[CH3:15])=O.